This data is from Forward reaction prediction with 1.9M reactions from USPTO patents (1976-2016). The task is: Predict the product of the given reaction. (1) Given the reactants [Cl:1][C:2]1[CH:3]=[CH:4][C:5]([O:21][C:22]2[CH:27]=[C:26]([F:28])[C:25]([S:29](=[O:48])(=[O:47])[N:30](CC3C=CC(OC)=CC=3OC)[C:31]3[S:32][CH:33]=[CH:34][N:35]=3)=[CH:24][C:23]=2[Cl:49])=[C:6]([CH2:8][CH2:9][CH2:10][N:11]([C:16]([O:18][CH2:19][CH3:20])=[O:17])[CH2:12][C:13]([OH:15])=[O:14])[CH:7]=1.Cl.CCCCC, predict the reaction product. The product is: [Cl:1][C:2]1[CH:3]=[CH:4][C:5]([O:21][C:22]2[CH:27]=[C:26]([F:28])[C:25]([S:29](=[O:47])(=[O:48])[NH:30][C:31]3[S:32][CH:33]=[CH:34][N:35]=3)=[CH:24][C:23]=2[Cl:49])=[C:6]([CH2:8][CH2:9][CH2:10][N:11]([C:16]([O:18][CH2:19][CH3:20])=[O:17])[CH2:12][C:13]([OH:15])=[O:14])[CH:7]=1. (2) Given the reactants [CH3:1][O:2][C:3]([C:5]1[C:6]([OH:24])=[C:7]2[C:12](=[CH:13][N:14]=1)[N:11]([CH2:15][C:16]1[CH:21]=[CH:20][CH:19]=[CH:18][CH:17]=1)[C:10](=[O:22])[C:9](Br)=[CH:8]2)=[O:4].C([Sn](CCCC)(CCCC)[C:30]1[CH:35]=[CH:34][C:33]([N:36]2[CH2:41][CH2:40][O:39][CH2:38][CH2:37]2)=[CH:32][CH:31]=1)CCC.CCOC(C)=O.Cl, predict the reaction product. The product is: [CH3:1][O:2][C:3]([C:5]1[C:6]([OH:24])=[C:7]2[C:12](=[CH:13][N:14]=1)[N:11]([CH2:15][C:16]1[CH:21]=[CH:20][CH:19]=[CH:18][CH:17]=1)[C:10](=[O:22])[C:9]([C:30]1[CH:31]=[CH:32][C:33]([N:36]3[CH2:37][CH2:38][O:39][CH2:40][CH2:41]3)=[CH:34][CH:35]=1)=[CH:8]2)=[O:4]. (3) Given the reactants Br[C:2]1[CH:7]=[CH:6][C:5]([N:8]2[C:12]3[N:13]=[CH:14][N:15]([CH2:18][C:19]4([OH:30])[CH2:24][CH2:23][N:22]([C:25]([CH:27]5[CH2:29][CH2:28]5)=[O:26])[CH2:21][CH2:20]4)[C:16](=[O:17])[C:11]=3[CH:10]=[N:9]2)=[CH:4][CH:3]=1.[F:31][C:32]([F:43])([F:42])[C:33]1[CH:34]=[C:35](B(O)O)[CH:36]=[CH:37][CH:38]=1.C(=O)([O-])[O-].[K+].[K+].ClCCl.[OH-].[Na+], predict the reaction product. The product is: [CH:27]1([C:25]([N:22]2[CH2:23][CH2:24][C:19]([CH2:18][N:15]3[C:16](=[O:17])[C:11]4[CH:10]=[N:9][N:8]([C:5]5[CH:6]=[CH:7][C:2]([C:37]6[CH:36]=[CH:35][CH:34]=[C:33]([C:32]([F:43])([F:42])[F:31])[CH:38]=6)=[CH:3][CH:4]=5)[C:12]=4[N:13]=[CH:14]3)([OH:30])[CH2:20][CH2:21]2)=[O:26])[CH2:29][CH2:28]1. (4) The product is: [CH:8]1([CH2:7][N:5]2[N:4]=[N:3][C:2]([NH:1][C:25]([CH:23]3[C:24]4[CH:11]=[CH:12][CH:13]=[CH:14][C:15]=4[O:16][C:17]4[C:22]3=[CH:21][CH:20]=[CH:19][CH:18]=4)=[O:26])=[N:6]2)[CH2:10][CH2:9]1. Given the reactants [NH2:1][C:2]1[N:3]=[N:4][N:5]([CH2:7][CH:8]2[CH2:10][CH2:9]2)[N:6]=1.[CH:11]1[C:24]2[CH:23]([C:25](Cl)=[O:26])[C:22]3[C:17](=[CH:18][CH:19]=[CH:20][CH:21]=3)[O:16][C:15]=2[CH:14]=[CH:13][CH:12]=1, predict the reaction product. (5) The product is: [CH3:52][O:53][CH2:54][CH:55]([NH:57][C:32]([C:21]1[CH:22]=[C:23]([C:25]2[CH:26]=[CH:27][C:28]([CH3:31])=[CH:29][CH:30]=2)[CH:24]=[C:19]([C:18]2[N:14]([CH2:12][CH3:13])[N:15]=[N:16][N:17]=2)[CH:20]=1)=[O:33])[CH3:56]. Given the reactants CCN=C=NCCCN(C)C.[CH2:12]([N:14]1[C:18]([C:19]2[CH:20]=[C:21]([C:32](O)=[O:33])[CH:22]=[C:23]([C:25]3[CH:30]=[CH:29][C:28]([CH3:31])=[CH:27][CH:26]=3)[CH:24]=2)=[N:17][N:16]=[N:15]1)[CH3:13].C1C=CC2N(O)N=NC=2C=1.CN1C(=O)CCC1.[CH3:52][O:53][CH2:54][CH:55]([NH2:57])[CH3:56], predict the reaction product. (6) Given the reactants [C:1]([NH:24][CH2:25][CH2:26][S:27][S:28][CH2:29][CH2:30][NH:31]C(=O)OC(C)(C)C)(=[O:23])[CH2:2][CH2:3]/[CH:4]=[CH:5]\[CH2:6]/[CH:7]=[CH:8]\[CH2:9]/[CH:10]=[CH:11]\[CH2:12]/[CH:13]=[CH:14]\[CH2:15]/[CH:16]=[CH:17]\[CH2:18]/[CH:19]=[CH:20]\[CH2:21][CH3:22].Cl.C([O-])([O-])=O.[Na+].[Na+], predict the reaction product. The product is: [NH2:31][CH2:30][CH2:29][S:28][S:27][CH2:26][CH2:25][NH:24][C:1](=[O:23])[CH2:2][CH2:3]/[CH:4]=[CH:5]\[CH2:6]/[CH:7]=[CH:8]\[CH2:9]/[CH:10]=[CH:11]\[CH2:12]/[CH:13]=[CH:14]\[CH2:15]/[CH:16]=[CH:17]\[CH2:18]/[CH:19]=[CH:20]\[CH2:21][CH3:22]. (7) The product is: [Cl:1][C:2]1[CH:7]=[CH:6][CH:5]=[C:4]([Cl:8])[C:3]=1[CH2:9][CH2:10][NH:11][CH3:13]. Given the reactants [Cl:1][C:2]1[CH:7]=[CH:6][CH:5]=[C:4]([Cl:8])[C:3]=1[CH2:9][CH2:10][NH2:11].Cl[C:13](OCC)=O.[NH4+].[Cl-].[H-].[H-].[H-].[H-].[Li+].[Al+3].[OH-].[Na+], predict the reaction product. (8) Given the reactants [Br:1][C:2]1[CH:3]=[C:4]([C:11]([N:13]2[CH2:18][CH2:17][O:16][C:15]3[CH:19]=[CH:20][N:21]=[CH:22][C:14]2=3)=[S:12])[CH:5]=[C:6]([Br:10])[C:7]=1[O:8]C.N1CCNCC1.[Br-].[Li+], predict the reaction product. The product is: [Br:1][C:2]1[CH:3]=[C:4]([C:11]([N:13]2[CH2:18][CH2:17][O:16][C:15]3[CH:19]=[CH:20][N:21]=[CH:22][C:14]2=3)=[S:12])[CH:5]=[C:6]([Br:10])[C:7]=1[OH:8]. (9) The product is: [OH:23][C:5]1[C:4]2[C:9](=[CH:10][CH:11]=[C:2]([N:62]3[CH2:67][CH2:66][O:65][CH2:64][CH2:63]3)[CH:3]=2)[N:8]([CH3:12])[C:7](=[O:13])[C:6]=1[C:14]([NH:16][CH2:17][C:18]([OH:20])=[O:19])=[O:15]. Given the reactants Br[C:2]1[CH:3]=[C:4]2[C:9](=[CH:10][CH:11]=1)[N:8]([CH3:12])[C:7](=[O:13])[C:6]([C:14]([NH:16][CH2:17][C:18]([O:20]CC)=[O:19])=[O:15])=[C:5]2[OH:23].C(Cl)(Cl)Cl.CC(C1C=C(C(C)C)C(C2C=CC=CC=2P(C2CCCCC2)C2CCCCC2)=C(C(C)C)C=1)C.[NH:62]1[CH2:67][CH2:66][O:65][CH2:64][CH2:63]1.CC(C)([O-])C.[Na+], predict the reaction product.